This data is from Reaction yield outcomes from USPTO patents with 853,638 reactions. The task is: Predict the reaction yield, written as a fraction of the theoretical maximum amount of product (1.0 means a 100% yield; for example, 0.34 means a 34% yield). (1) The reactants are [CH3:1][O:2][C:3]1[C:12]2[C:7](=[CH:8][CH:9]=[CH:10][CH:11]=2)[CH:6]=[CH:5][C:4]=1[O:13][CH3:14].CN([CH:18]=[O:19])C.O=P(Cl)(Cl)Cl. The catalyst is C1C(Cl)=CC=C(Cl)C=1. The product is [CH3:14][O:13][C:4]1[CH:5]=[C:6]([CH:18]=[O:19])[C:7]2[C:12]([C:3]=1[O:2][CH3:1])=[CH:11][CH:10]=[CH:9][CH:8]=2. The yield is 0.680. (2) The reactants are [CH:1]1([C:7]([OH:9])=O)[CH2:6][CH2:5][CH2:4][CH2:3][CH2:2]1.Cl.[CH3:11][NH:12][O:13][CH3:14].Cl.C(N=C=NCCCN(C)C)C.C(N(CC)C(C)C)(C)C. The catalyst is CN(C)C1C=CN=CC=1.O.C(Cl)Cl. The product is [CH3:14][O:13][N:12]([CH3:11])[C:7]([CH:1]1[CH2:6][CH2:5][CH2:4][CH2:3][CH2:2]1)=[O:9]. The yield is 0.880.